From a dataset of Forward reaction prediction with 1.9M reactions from USPTO patents (1976-2016). Predict the product of the given reaction. (1) Given the reactants N1C=CC=CC=1.[CH2:7]([N:9]([CH2:41][CH3:42])[C:10]1[CH:15]=[CH:14][C:13]([C:16]2([C:35]3[CH:40]=[CH:39][CH:38]=[CH:37][CH:36]=3)[O:21][C:20]3[C:22]4[C:27]([C:28]([OH:34])=[C:29]([C:30]([O:32][CH3:33])=[O:31])[C:19]=3[CH:18]=[CH:17]2)=[CH:26][CH:25]=[CH:24][CH:23]=4)=[CH:12][CH:11]=1)[CH3:8].[F:43][C:44]([F:57])([F:56])[S:45](O[S:45]([C:44]([F:57])([F:56])[F:43])(=[O:47])=[O:46])(=[O:47])=[O:46].Cl, predict the reaction product. The product is: [CH2:41]([N:9]([CH2:7][CH3:8])[C:10]1[CH:15]=[CH:14][C:13]([C:16]2([C:35]3[CH:40]=[CH:39][CH:38]=[CH:37][CH:36]=3)[O:21][C:20]3[C:22]4[C:27]([C:28]([O:34][S:45]([C:44]([F:57])([F:56])[F:43])(=[O:47])=[O:46])=[C:29]([C:30]([O:32][CH3:33])=[O:31])[C:19]=3[CH:18]=[CH:17]2)=[CH:26][CH:25]=[CH:24][CH:23]=4)=[CH:12][CH:11]=1)[CH3:42]. (2) Given the reactants [CH3:1][O:2][CH:3]([O:15][CH3:16])[C:4](=O)[CH2:5][C:6]([C:8]1[CH:13]=[CH:12][CH:11]=[CH:10][N:9]=1)=O.O.[NH2:18][NH2:19], predict the reaction product. The product is: [CH3:1][O:2][CH:3]([O:15][CH3:16])[C:4]1[NH:19][N:18]=[C:6]([C:8]2[CH:13]=[CH:12][CH:11]=[CH:10][N:9]=2)[CH:5]=1.